Regression/Classification. Given a drug SMILES string, predict its absorption, distribution, metabolism, or excretion properties. Task type varies by dataset: regression for continuous measurements (e.g., permeability, clearance, half-life) or binary classification for categorical outcomes (e.g., BBB penetration, CYP inhibition). Dataset: cyp3a4_veith. From a dataset of CYP3A4 inhibition data for predicting drug metabolism from PubChem BioAssay. (1) The drug is C[C@@H]1O[C@H](C[N+](C)(C)C)CS1. The result is 0 (non-inhibitor). (2) The molecule is C(=C1\CCCC2=C1Nc1ncnn1C2c1ccccc1)\c1ccccc1. The result is 0 (non-inhibitor). (3) The molecule is Cc1cc(C(=O)N[C@@H](c2ccccc2)[C@]2(C)C[C@H]2[C@@H](C)C(=O)Nc2ccc3ccccc3c2)n(C)n1. The result is 1 (inhibitor). (4) The molecule is CCOc1cc(CNCCO)cc(Br)c1OCc1ccccc1Cl.Cl. The result is 1 (inhibitor).